Dataset: NCI-60 drug combinations with 297,098 pairs across 59 cell lines. Task: Regression. Given two drug SMILES strings and cell line genomic features, predict the synergy score measuring deviation from expected non-interaction effect. (1) Drug 1: C1CCN(CC1)CCOC2=CC=C(C=C2)C(=O)C3=C(SC4=C3C=CC(=C4)O)C5=CC=C(C=C5)O. Drug 2: C1C(C(OC1N2C=NC3=C2NC=NCC3O)CO)O. Cell line: HCC-2998. Synergy scores: CSS=3.48, Synergy_ZIP=5.26, Synergy_Bliss=3.25, Synergy_Loewe=0.0406, Synergy_HSA=-0.633. (2) Cell line: HCT116. Synergy scores: CSS=38.2, Synergy_ZIP=2.45, Synergy_Bliss=-1.69, Synergy_Loewe=-8.98, Synergy_HSA=-0.789. Drug 1: C(CC(=O)O)C(=O)CN.Cl. Drug 2: CC1C(C(CC(O1)OC2CC(CC3=C2C(=C4C(=C3O)C(=O)C5=CC=CC=C5C4=O)O)(C(=O)C)O)N)O. (3) Drug 1: CC12CCC(CC1=CCC3C2CCC4(C3CC=C4C5=CN=CC=C5)C)O. Drug 2: C1=CC(=CC=C1C#N)C(C2=CC=C(C=C2)C#N)N3C=NC=N3. Cell line: HCC-2998. Synergy scores: CSS=3.37, Synergy_ZIP=-1.67, Synergy_Bliss=0.396, Synergy_Loewe=-5.80, Synergy_HSA=-2.78. (4) Drug 1: C1CCC(C1)C(CC#N)N2C=C(C=N2)C3=C4C=CNC4=NC=N3. Drug 2: C1C(C(OC1N2C=C(C(=O)NC2=O)F)CO)O. Cell line: NCI-H460. Synergy scores: CSS=51.2, Synergy_ZIP=-1.28, Synergy_Bliss=-4.10, Synergy_Loewe=-19.6, Synergy_HSA=-4.12. (5) Drug 1: CN1C(=O)N2C=NC(=C2N=N1)C(=O)N. Drug 2: C1CN(P(=O)(OC1)NCCCl)CCCl. Cell line: MDA-MB-231. Synergy scores: CSS=1.67, Synergy_ZIP=-2.17, Synergy_Bliss=-2.75, Synergy_Loewe=-3.56, Synergy_HSA=-2.01. (6) Drug 1: COC1=C2C(=CC3=C1OC=C3)C=CC(=O)O2. Cell line: HCT-15. Synergy scores: CSS=-11.4, Synergy_ZIP=3.09, Synergy_Bliss=-3.60, Synergy_Loewe=-6.81, Synergy_HSA=-9.03. Drug 2: C1CN(P(=O)(OC1)NCCCl)CCCl. (7) Drug 1: CC1C(C(=O)NC(C(=O)N2CCCC2C(=O)N(CC(=O)N(C(C(=O)O1)C(C)C)C)C)C(C)C)NC(=O)C3=C4C(=C(C=C3)C)OC5=C(C(=O)C(=C(C5=N4)C(=O)NC6C(OC(=O)C(N(C(=O)CN(C(=O)C7CCCN7C(=O)C(NC6=O)C(C)C)C)C)C(C)C)C)N)C. Synergy scores: CSS=11.8, Synergy_ZIP=1.42, Synergy_Bliss=-1.54, Synergy_Loewe=-8.47, Synergy_HSA=-3.14. Drug 2: C1C(C(OC1N2C=C(C(=O)NC2=O)F)CO)O. Cell line: KM12.